Dataset: Forward reaction prediction with 1.9M reactions from USPTO patents (1976-2016). Task: Predict the product of the given reaction. (1) Given the reactants [CH3:1][O:2][C:3](=[O:9])[CH2:4][O:5][CH2:6][CH2:7]O.N1C=CN=C1.C1(P(C2C=CC=CC=2)C2C=CC=CC=2)C=CC=CC=1.[I:34]I, predict the reaction product. The product is: [CH3:1][O:2][C:3](=[O:9])[CH2:4][O:5][CH2:6][CH2:7][I:34]. (2) Given the reactants Cl[C:2]1[CH:9]=[CH:8][CH:7]=[C:6]([F:10])[C:3]=1[CH:4]=[O:5].[CH2:11]([O:13][C:14]1[CH:19]=[CH:18][C:17](B(O)O)=[C:16]([CH:23]=[O:24])[C:15]=1[F:25])[CH3:12].C(=O)([O-])[O-].[K+].[K+].C1(C)C=CC=CC=1, predict the reaction product. The product is: [CH2:11]([O:13][C:14]1[C:15]([F:25])=[C:16]([CH:23]=[O:24])[C:17]([C:2]2[C:3]([CH:4]=[O:5])=[C:6]([F:10])[CH:7]=[CH:8][CH:9]=2)=[CH:18][CH:19]=1)[CH3:12]. (3) The product is: [Cl:16][CH2:17][C:18]1[N:12]=[C:10]([C:9]2[CH:13]=[CH:14][C:6]([O:5][CH2:4][CH2:3][CH2:2][Cl:1])=[CH:7][C:8]=2[F:15])[O:11][CH:20]=1. Given the reactants [Cl:1][CH2:2][CH2:3][CH2:4][O:5][C:6]1[CH:14]=[CH:13][C:9]([C:10]([NH2:12])=[O:11])=[C:8]([F:15])[CH:7]=1.[Cl:16][CH2:17][C:18]([CH2:20]Cl)=O, predict the reaction product. (4) The product is: [Br:1][C:2]1[CH:3]=[CH:4][C:5]([Cl:11])=[C:6]([CH2:7][C:17]2[CH:18]=[CH:19][C:14]([CH2:12][CH3:13])=[CH:15][CH:16]=2)[CH:10]=1. Given the reactants [Br:1][C:2]1[CH:3]=[CH:4][C:5]([Cl:11])=[C:6]([CH:10]=1)[C:7](O)=O.[CH2:12]([C:14]1[CH:19]=[CH:18][CH:17]=[CH:16][CH:15]=1)[CH3:13], predict the reaction product. (5) Given the reactants [NH2:1][C:2]1[S:3][CH:4]=[C:5]([CH2:7][C:8]([O:10][CH2:11][CH3:12])=[O:9])[N:6]=1.[C:13]([C:15]1[CH:16]=[C:17]([S:21](Cl)(=[O:23])=[O:22])[CH:18]=[CH:19][CH:20]=1)#[N:14], predict the reaction product. The product is: [C:13]([C:15]1[CH:16]=[C:17]([S:21]([NH:1][C:2]2[S:3][CH:4]=[C:5]([CH2:7][C:8]([O:10][CH2:11][CH3:12])=[O:9])[N:6]=2)(=[O:23])=[O:22])[CH:18]=[CH:19][CH:20]=1)#[N:14]. (6) Given the reactants [C:1]([C:3]1[N:4]=[C:5]([O:14][C@H:15]2[CH2:19][CH2:18][N:17]([C:20]([O:22][C:23]([CH3:26])([CH3:25])[CH3:24])=[O:21])[CH2:16]2)[C:6]2[C:11]([CH:12]=1)=[CH:10][CH:9]=[C:8]([F:13])[CH:7]=2)#[N:2].[NH2:27][NH2:28].O, predict the reaction product. The product is: [F:13][C:8]1[CH:7]=[C:6]2[C:11]([CH:12]=[C:3]([C:1]([NH:27][NH2:28])=[NH:2])[N:4]=[C:5]2[O:14][C@H:15]2[CH2:19][CH2:18][N:17]([C:20]([O:22][C:23]([CH3:26])([CH3:25])[CH3:24])=[O:21])[CH2:16]2)=[CH:10][CH:9]=1. (7) The product is: [F:1][C:2]1[CH:23]=[C:22]([F:24])[CH:21]=[C:20]([F:25])[C:3]=1[O:4][CH:5]1[CH2:10][CH2:9][N:8]([CH2:11][CH2:12][C@H:13]2[CH2:14][CH2:15][C@H:16]([NH:19][C:30]([CH:26]3[CH2:29][CH2:28][CH2:27]3)=[O:31])[CH2:17][CH2:18]2)[CH2:7][CH2:6]1. Given the reactants [F:1][C:2]1[CH:23]=[C:22]([F:24])[CH:21]=[C:20]([F:25])[C:3]=1[O:4][CH:5]1[CH2:10][CH2:9][N:8]([CH2:11][CH2:12][C@H:13]2[CH2:18][CH2:17][C@H:16]([NH2:19])[CH2:15][CH2:14]2)[CH2:7][CH2:6]1.[CH:26]1([C:30](O)=[O:31])[CH2:29][CH2:28][CH2:27]1, predict the reaction product. (8) Given the reactants C(O[C:4]([C:6]1[CH:7]=[N:8][C:9]2[C:14]([C:15]=1[NH:16][CH:17]1[CH2:21][CH2:20][CH2:19][CH2:18]1)=[CH:13][CH:12]=[CH:11][C:10]=2[O:22][CH3:23])=[O:5])C.[N:24]([C:27]1[CH:32]=[CH:31][CH:30]=[C:29]([CH3:33])[CH:28]=1)=[C:25]=[O:26], predict the reaction product. The product is: [CH:17]1([N:16]2[C:15]3[C:14]4[CH:13]=[CH:12][CH:11]=[C:10]([O:22][CH3:23])[C:9]=4[N:8]=[CH:7][C:6]=3[C:4](=[O:5])[N:24]([C:27]3[CH:28]=[C:29]([CH3:33])[CH:30]=[CH:31][CH:32]=3)[C:25]2=[O:26])[CH2:21][CH2:20][CH2:19][CH2:18]1.